From a dataset of Full USPTO retrosynthesis dataset with 1.9M reactions from patents (1976-2016). Predict the reactants needed to synthesize the given product. (1) Given the product [CH2:37]([N:41]1[CH2:46][CH2:45][N:44]([CH2:6][C:7]2[N:12]=[CH:11][C:10]3[N:13]=[CH:14][N:15]([C:16]4[S:17][C:18]([C:34]([NH2:35])=[O:36])=[C:19]([O:21][C@@H:22]([C:24]5[CH:29]=[CH:28][CH:27]=[CH:26][C:25]=5[C:30]([F:33])([F:31])[F:32])[CH3:23])[CH:20]=4)[C:9]=3[CH:8]=2)[CH2:43][CH2:42]1)[CH:38]([CH3:40])[CH3:39], predict the reactants needed to synthesize it. The reactants are: CS(O[CH2:6][C:7]1[N:12]=[CH:11][C:10]2[N:13]=[CH:14][N:15]([C:16]3[S:17][C:18]([C:34](=[O:36])[NH2:35])=[C:19]([O:21][C@@H:22]([C:24]4[CH:29]=[CH:28][CH:27]=[CH:26][C:25]=4[C:30]([F:33])([F:32])[F:31])[CH3:23])[CH:20]=3)[C:9]=2[CH:8]=1)(=O)=O.[CH2:37]([N:41]1[CH2:46][CH2:45][NH:44][CH2:43][CH2:42]1)[CH:38]([CH3:40])[CH3:39]. (2) Given the product [C:1]1([C:7]2[NH:11][C:10]3[CH:12]=[CH:13][C:14]([CH:16]=[O:17])=[CH:15][C:9]=3[N:8]=2)[CH:6]=[CH:5][CH:4]=[CH:3][CH:2]=1, predict the reactants needed to synthesize it. The reactants are: [C:1]1([C:7]2[NH:11][C:10]3[CH:12]=[CH:13][C:14]([C:16](OC)=[O:17])=[CH:15][C:9]=3[N:8]=2)[CH:6]=[CH:5][CH:4]=[CH:3][CH:2]=1.[H-].[Al+3].[Li+].[H-].[H-].[H-].[Cl-].[NH4+]. (3) Given the product [Cl:3][C:1]([O:13][C:8]1[CH:9]=[CH:10][C:11]([Cl:12])=[C:6]([Cl:5])[CH:7]=1)=[O:2], predict the reactants needed to synthesize it. The reactants are: [C:1](Cl)([Cl:3])=[O:2].[Cl:5][C:6]1[CH:7]=[C:8]([OH:13])[CH:9]=[CH:10][C:11]=1[Cl:12].N1C=CC=CC=1.